This data is from Catalyst prediction with 721,799 reactions and 888 catalyst types from USPTO. The task is: Predict which catalyst facilitates the given reaction. (1) Reactant: C(OC([NH:8][C@@H:9]([C@H:25]([O:34][Si:35]([C:38]([CH3:41])([CH3:40])[CH3:39])([CH3:37])[CH3:36])[CH2:26][O:27][C:28]1[CH:33]=[CH:32][CH:31]=[CH:30][CH:29]=1)[CH2:10][CH2:11][C:12](=O)[CH2:13][C:14]1[CH:23]=[CH:22][C:17]([C:18]([O:20][CH3:21])=[O:19])=[CH:16][CH:15]=1)=O)(C)(C)C. Product: [Si:35]([O:34][C@@H:25]([C@H:9]1[CH2:10][CH2:11][C:12]([CH2:13][C:14]2[CH:15]=[CH:16][C:17]([C:18]([O:20][CH3:21])=[O:19])=[CH:22][CH:23]=2)=[N:8]1)[CH2:26][O:27][C:28]1[CH:33]=[CH:32][CH:31]=[CH:30][CH:29]=1)([C:38]([CH3:41])([CH3:39])[CH3:40])([CH3:37])[CH3:36]. The catalyst class is: 2. (2) Reactant: [Cl:1][C:2]1[CH:3]=[C:4]([CH:9]([N:11]([CH3:16])[CH2:12][CH2:13][C:14]#[N:15])[CH3:10])[CH:5]=[CH:6][C:7]=1[Cl:8]. Product: [Cl:1][C:2]1[CH:3]=[C:4]([CH:9]([N:11]([CH3:16])[CH2:12][CH2:13][CH2:14][NH2:15])[CH3:10])[CH:5]=[CH:6][C:7]=1[Cl:8]. The catalyst class is: 94. (3) Reactant: [NH2:1][C:2]1[CH:3]=[C:4]([C:8]2[C:9]3[CH:36]=[C:35]([Cl:37])[CH:34]=[CH:33][C:10]=3[N:11](CC3C=CC(OC)=CC=3)[C:12](=[O:23])[CH:13]([CH2:15][C:16]3[CH:21]=[CH:20][CH:19]=[CH:18][C:17]=3[Cl:22])[N:14]=2)[CH:5]=[N:6][CH:7]=1.[Cl-].[Al+3].[Cl-].[Cl-]. Product: [NH2:1][C:2]1[CH:3]=[C:4]([C:8]2[C:9]3[CH:36]=[C:35]([Cl:37])[CH:34]=[CH:33][C:10]=3[NH:11][C:12](=[O:23])[CH:13]([CH2:15][C:16]3[CH:21]=[CH:20][CH:19]=[CH:18][C:17]=3[Cl:22])[N:14]=2)[CH:5]=[N:6][CH:7]=1. The catalyst class is: 520. (4) The catalyst class is: 209. Reactant: C[O:2][C:3](=O)[C:4]1[CH:9]=[CH:8][C:7]([Cl:10])=[CH:6][C:5]=1[NH:11][C:12]1[CH:17]=[CH:16][C:15]([C:18]([O:20][CH3:21])=[O:19])=[CH:14][C:13]=1[NH2:22]. Product: [Cl:10][C:7]1[CH:8]=[CH:9][C:4]2[C:3](=[O:2])[NH:22][C:13]3[CH:14]=[C:15]([C:18]([O:20][CH3:21])=[O:19])[CH:16]=[CH:17][C:12]=3[NH:11][C:5]=2[CH:6]=1.